Dataset: Reaction yield outcomes from USPTO patents with 853,638 reactions. Task: Predict the reaction yield, written as a fraction of the theoretical maximum amount of product (1.0 means a 100% yield; for example, 0.34 means a 34% yield). (1) The reactants are Br[C:2]1[CH:7]=[CH:6][C:5]([NH:8][C:9]([NH:11][NH:12][C:13](=O)[CH2:14][CH:15]2[CH2:18][N:17](C(C3CC3)=O)[CH2:16]2)=[O:10])=[C:4]([F:25])[CH:3]=1.C(=O)([O-])[O-].[K+].[K+].CC1(C)C(C)(C)OB([C:40]2[CH:49]=[C:48]3[C:43]([CH:44]=[CH:45][CH:46]=[N:47]3)=[CH:42][CH:41]=2)O1.O1CCOCC1. The catalyst is C(O)CC.O.C(OCC)(=O)C.ClCCl.CO. The product is [NH:17]1[CH2:16][CH:15]([CH2:14][C:13]2[N:8]([C:5]3[CH:6]=[CH:7][C:2]([C:40]4[CH:49]=[C:48]5[C:43]([CH:44]=[CH:45][CH:46]=[N:47]5)=[CH:42][CH:41]=4)=[CH:3][C:4]=3[F:25])[C:9](=[O:10])[NH:11][N:12]=2)[CH2:18]1. The yield is 0.310. (2) The reactants are I[C:2]1[CH:3]=[N:4][N:5]([CH:7]2[CH2:12][CH2:11][CH2:10][CH2:9][O:8]2)[CH:6]=1.CN(C)CCN(C)C.C([Li])(C)(C)C.[F:26][C:27]1([F:34])[CH2:32][CH2:31][C:30](=[O:33])[CH2:29][CH2:28]1. The catalyst is C1COCC1. The product is [F:26][C:27]1([F:34])[CH2:32][CH2:31][C:30]([C:2]2[CH:3]=[N:4][N:5]([CH:7]3[CH2:12][CH2:11][CH2:10][CH2:9][O:8]3)[CH:6]=2)([OH:33])[CH2:29][CH2:28]1. The yield is 0.110. (3) The reactants are [CH:1]1([C:4]2[N:5]=[C:6]([CH3:26])[NH:7][C:8](=[O:25])[C:9]=2[CH2:10][C:11]2[CH:16]=[CH:15][C:14]([C:17]3[C:18]([C:23]#[N:24])=[CH:19][CH:20]=[CH:21][CH:22]=3)=[CH:13][CH:12]=2)[CH2:3][CH2:2]1.[CH:27]([O:30][C:31]1[CH:36]=[CH:35][C:34](B(O)O)=[CH:33][CH:32]=1)([CH3:29])[CH3:28].C(N(CC)CC)C.N1C=CC=CC=1. The catalyst is C([O-])(=O)C.[Cu+2].C([O-])(=O)C.C(OCC)(=O)C.C(Cl)Cl. The product is [CH:1]1([C:4]2[N:5]=[C:6]([CH3:26])[N:7]([C:34]3[CH:35]=[CH:36][C:31]([O:30][CH:27]([CH3:29])[CH3:28])=[CH:32][CH:33]=3)[C:8](=[O:25])[C:9]=2[CH2:10][C:11]2[CH:16]=[CH:15][C:14]([C:17]3[C:18]([C:23]#[N:24])=[CH:19][CH:20]=[CH:21][CH:22]=3)=[CH:13][CH:12]=2)[CH2:2][CH2:3]1. The yield is 0.270.